Dataset: Catalyst prediction with 721,799 reactions and 888 catalyst types from USPTO. Task: Predict which catalyst facilitates the given reaction. Product: [Cl:1][C:2]1[C:7]([O:8][C:9]2[N:14]=[C:13]3[S:15][C:16]([NH:18][C:19](=[O:22])[CH2:20][N:50]4[CH2:51][CH2:52][N:47]([CH2:45][CH3:46])[CH2:48][CH2:49]4)=[N:17][C:12]3=[CH:11][CH:10]=2)=[CH:6][C:5]([NH:23][C:24](=[O:36])[C:25]2[CH:30]=[CH:29][CH:28]=[C:27]([C:31]([C:34]#[N:35])([CH3:32])[CH3:33])[CH:26]=2)=[C:4]([F:37])[CH:3]=1. Reactant: [Cl:1][C:2]1[C:7]([O:8][C:9]2[N:14]=[C:13]3[S:15][C:16]([NH:18][C:19](=[O:22])[CH2:20]Cl)=[N:17][C:12]3=[CH:11][CH:10]=2)=[CH:6][C:5]([NH:23][C:24](=[O:36])[C:25]2[CH:30]=[CH:29][CH:28]=[C:27]([C:31]([C:34]#[N:35])([CH3:33])[CH3:32])[CH:26]=2)=[C:4]([F:37])[CH:3]=1.C(N(CC)CC)C.[CH2:45]([N:47]1[CH2:52][CH2:51][NH:50][CH2:49][CH2:48]1)[CH3:46]. The catalyst class is: 54.